Dataset: Full USPTO retrosynthesis dataset with 1.9M reactions from patents (1976-2016). Task: Predict the reactants needed to synthesize the given product. (1) Given the product [Cl:21][C:22]1[CH:23]=[C:24]([C:2]2[C:3]3[CH:10]=[CH:9][NH:8][C:4]=3[N:5]=[CH:6][N:7]=2)[CH:25]=[CH:26][C:27]=1[CH3:28], predict the reactants needed to synthesize it. The reactants are: Cl[C:2]1[C:3]2[CH:10]=[CH:9][N:8](S(C3C=CC(C)=CC=3)(=O)=O)[C:4]=2[N:5]=[CH:6][N:7]=1.[Cl:21][C:22]1[CH:23]=[C:24](B(O)O)[CH:25]=[CH:26][C:27]=1[CH3:28].C(=O)([O-])[O-].[K+].[K+].COCCOC. (2) Given the product [Cl:1][C:2]1[C:3]([CH2:13][C:14]([F:16])([F:17])[F:15])=[CH:4][C:5]([NH2:10])=[C:6]([O:8][CH3:9])[CH:7]=1, predict the reactants needed to synthesize it. The reactants are: [Cl:1][C:2]1[CH:7]=[C:6]([O:8][CH3:9])[C:5]([N+:10]([O-])=O)=[CH:4][C:3]=1[CH2:13][C:14]([F:17])([F:16])[F:15].[Sn](Cl)Cl.C([O-])(O)=O.[Na+]. (3) Given the product [OH:1][C@@H:2]([C@H:4]1[C:26](=[O:27])[N:6]2[C:7]([C:23]([O:25][CH2:41][O:40][C:34](=[O:39])[C:35]([CH3:38])([CH3:37])[CH3:36])=[O:24])=[C:8]([C:11]3[S:15][C:14]4=[C:16]([C:19](=[O:22])[CH2:20][CH3:21])[N:17]=[CH:18][N:13]4[CH:12]=3)[C@H:9]([CH3:10])[C@H:5]12)[CH3:3], predict the reactants needed to synthesize it. The reactants are: [OH:1][C@@H:2]([C@H:4]1[C:26](=[O:27])[N:6]2[C:7]([C:23]([O-:25])=[O:24])=[C:8]([C:11]3[S:15][C:14]4=[C:16]([C:19](=[O:22])[CH2:20][CH3:21])[N:17]=[CH:18][N:13]4[CH:12]=3)[C@H:9]([CH3:10])[C@H:5]12)[CH3:3].[Na+].C(=O)([O-])O.[Na+].[C:34]([O:40][CH2:41]I)(=[O:39])[C:35]([CH3:38])([CH3:37])[CH3:36].C(OCC)(=O)C. (4) Given the product [C@H:1]12[CH2:7][C@H:4]([CH2:5][CH2:6]1)[CH2:3][C@@H:2]2[C:8]1([CH3:15])[C:12](=[O:13])[N:11]([CH2:17][C:18](=[O:19])[C:20]2[CH:24]=[CH:23][S:22][CH:21]=2)[N:10]=[C:9]1[CH3:14], predict the reactants needed to synthesize it. The reactants are: [CH:1]12[CH2:7][CH:4]([CH2:5][CH2:6]1)[CH2:3][CH:2]2[C:8]1([CH3:15])[C:12](=[O:13])[NH:11][N:10]=[C:9]1[CH3:14].Br[CH2:17][C:18]([C:20]1[CH:24]=[CH:23][S:22][CH:21]=1)=[O:19]. (5) Given the product [Br:1][C:2]1[CH:3]=[N:4][CH:5]=[C:6]2[C:11]=1[N:10]=[C:9]([C:12]([N:48]1[CH2:49][CH2:50][CH2:51][C@H:47]1[C:44]1[CH:45]=[CH:46][C:41]([Cl:40])=[CH:42][CH:43]=1)=[O:14])[CH:8]=[CH:7]2, predict the reactants needed to synthesize it. The reactants are: [Br:1][C:2]1[CH:3]=[N:4][CH:5]=[C:6]2[C:11]=1[N:10]=[C:9]([C:12]([OH:14])=O)[CH:8]=[CH:7]2.CN(C(ON1N=NC2C=CC=NC1=2)=[N+](C)C)C.F[P-](F)(F)(F)(F)F.Cl.[Cl:40][C:41]1[CH:46]=[CH:45][C:44]([C@@H:47]2[CH2:51][CH2:50][CH2:49][NH:48]2)=[CH:43][CH:42]=1.CCN(C(C)C)C(C)C. (6) Given the product [Cl:1][C:2]1[CH:3]=[C:4]([C:8]2[C:13]3[N:14]([CH2:27][C@H:28]4[CH2:33][CH2:32][C@H:31]([CH3:34])[CH2:30][CH2:29]4)[C:15]([N:17]4[CH2:22][C:21](=[O:23])[N:20]([CH3:40])[C@H:19]5[CH2:24][CH2:25][CH2:26][C@H:18]45)=[N:16][C:12]=3[CH:11]=[C:10]([C:35]#[N:36])[N:9]=2)[CH:5]=[N:6][CH:7]=1, predict the reactants needed to synthesize it. The reactants are: [Cl:1][C:2]1[CH:3]=[C:4]([C:8]2[C:13]3[N:14]([CH2:27][C@H:28]4[CH2:33][CH2:32][C@H:31]([CH3:34])[CH2:30][CH2:29]4)[C:15]([N:17]4[CH2:22][C:21](=[O:23])[NH:20][C@H:19]5[CH2:24][CH2:25][CH2:26][C@H:18]45)=[N:16][C:12]=3[CH:11]=[C:10]([C:35]#[N:36])[N:9]=2)[CH:5]=[N:6][CH:7]=1.[H-].[Na+].I[CH3:40]. (7) Given the product [CH3:1][N:2]1[C:6]([CH:7]2[CH2:8][O:9][CH2:10][CH:11]([OH:17])[CH2:12][CH2:13]2)=[C:5]([N+:14]([O-:16])=[O:15])[CH:4]=[N:3]1, predict the reactants needed to synthesize it. The reactants are: [CH3:1][N:2]1[C:6]([CH:7]2[CH2:13][CH2:12][CH:11]=[CH:10][O:9][CH2:8]2)=[C:5]([N+:14]([O-:16])=[O:15])[CH:4]=[N:3]1.[OH-:17].[Na+].OO.